The task is: Predict the reactants needed to synthesize the given product.. This data is from Full USPTO retrosynthesis dataset with 1.9M reactions from patents (1976-2016). (1) Given the product [C:16]([C:13]1[CH:14]=[CH:15][C:10]([CH2:9][NH:8][C:6](=[O:7])[CH:5]([S:2][CH3:1])[C:18]2[CH:23]=[CH:22][CH:21]=[CH:20][CH:19]=2)=[CH:11][CH:12]=1)#[N:17], predict the reactants needed to synthesize it. The reactants are: [CH3:1][S-:2].[Na+].Br[CH:5]([C:18]1[CH:23]=[CH:22][CH:21]=[CH:20][CH:19]=1)[C:6]([NH:8][CH2:9][C:10]1[CH:15]=[CH:14][C:13]([C:16]#[N:17])=[CH:12][CH:11]=1)=[O:7]. (2) Given the product [CH2:1]([C@H:3]([NH:10][C:11]([C:13]1[C:22]2[C:17](=[CH:18][CH:19]=[CH:20][CH:21]=2)[N:16]=[C:15]([C:23]2[CH:24]=[CH:25][CH:26]=[CH:27][CH:28]=2)[C:14]=1[O:29][CH2:30][CH2:31][OH:32])=[O:12])[C:4]1[CH:9]=[CH:8][CH:7]=[CH:6][CH:5]=1)[CH3:2], predict the reactants needed to synthesize it. The reactants are: [CH2:1]([C@H:3]([NH:10][C:11]([C:13]1[C:22]2[C:17](=[CH:18][CH:19]=[CH:20][CH:21]=2)[N:16]=[C:15]([C:23]2[CH:28]=[CH:27][CH:26]=[CH:25][CH:24]=2)[C:14]=1[O:29][CH2:30][C:31](OCC)=[O:32])=[O:12])[C:4]1[CH:9]=[CH:8][CH:7]=[CH:6][CH:5]=1)[CH3:2].[BH4-].[Na+].CO. (3) Given the product [NH2:23][C:5]1[CH:4]=[C:3]([F:26])[C:2]([Cl:1])=[CH:7][C:6]=1[S:8]([NH:11][C:12]1[CH:13]=[CH:14][C:15]([Cl:22])=[C:16]2[C:21]=1[N:20]=[CH:19][CH:18]=[CH:17]2)(=[O:9])=[O:10], predict the reactants needed to synthesize it. The reactants are: [Cl:1][C:2]1[C:3]([F:26])=[CH:4][C:5]([N+:23]([O-])=O)=[C:6]([S:8]([NH:11][C:12]2[CH:13]=[CH:14][C:15]([Cl:22])=[C:16]3[C:21]=2[N:20]=[CH:19][CH:18]=[CH:17]3)(=[O:10])=[O:9])[CH:7]=1.Cl[Sn]Cl.